This data is from Catalyst prediction with 721,799 reactions and 888 catalyst types from USPTO. The task is: Predict which catalyst facilitates the given reaction. (1) The catalyst class is: 25. Reactant: Cl[C:2]1[CH:7]=[CH:6][N:5]=[C:4]([CH3:8])[CH:3]=1.[OH:9][C:10]1[CH:17]=[CH:16][C:13]([C:14]#[N:15])=[CH:12][C:11]=1[CH3:18].[OH-].[Na+]. Product: [CH3:18][C:11]1[CH:12]=[C:13]([CH:16]=[CH:17][C:10]=1[O:9][C:2]1[CH:7]=[CH:6][N:5]=[C:4]([CH3:8])[CH:3]=1)[C:14]#[N:15]. (2) Reactant: [F:1][C:2]([F:19])([C:8]1[CH:13]=[CH:12][C:11]([F:14])=[CH:10][C:9]=1[O:15][CH:16]([CH3:18])[CH3:17])[C:3]([O:5]CC)=[O:4].O.[OH-].[Li+].Cl. Product: [F:19][C:2]([F:1])([C:8]1[CH:13]=[CH:12][C:11]([F:14])=[CH:10][C:9]=1[O:15][CH:16]([CH3:17])[CH3:18])[C:3]([OH:5])=[O:4]. The catalyst class is: 193. (3) Reactant: [NH:1]1[CH2:5][CH2:4][CH2:3][C@H:2]1[C:6]([OH:8])=[O:7].O.C([O-])([O-])=O.[Na+].[Na+].[CH:16]1[CH:21]=[CH:20][C:19]([CH2:22][O:23][C:24](Cl)=[O:25])=[CH:18][CH:17]=1. Product: [CH2:22]([O:23][C:24]([N:1]1[CH2:5][CH2:4][CH2:3][C@H:2]1[C:6]([OH:8])=[O:7])=[O:25])[C:19]1[CH:20]=[CH:21][CH:16]=[CH:17][CH:18]=1. The catalyst class is: 1.